Dataset: NCI-60 drug combinations with 297,098 pairs across 59 cell lines. Task: Regression. Given two drug SMILES strings and cell line genomic features, predict the synergy score measuring deviation from expected non-interaction effect. (1) Drug 1: C1=NC(=NC(=O)N1C2C(C(C(O2)CO)O)O)N. Drug 2: C1CC(=O)NC(=O)C1N2C(=O)C3=CC=CC=C3C2=O. Cell line: OVCAR3. Synergy scores: CSS=13.4, Synergy_ZIP=-2.48, Synergy_Bliss=-0.466, Synergy_Loewe=-17.1, Synergy_HSA=-4.48. (2) Cell line: TK-10. Synergy scores: CSS=34.5, Synergy_ZIP=4.50, Synergy_Bliss=3.79, Synergy_Loewe=-45.2, Synergy_HSA=4.58. Drug 2: B(C(CC(C)C)NC(=O)C(CC1=CC=CC=C1)NC(=O)C2=NC=CN=C2)(O)O. Drug 1: CN(C(=O)NC(C=O)C(C(C(CO)O)O)O)N=O. (3) Drug 1: CCCS(=O)(=O)NC1=C(C(=C(C=C1)F)C(=O)C2=CNC3=C2C=C(C=N3)C4=CC=C(C=C4)Cl)F. Drug 2: CC1CCCC2(C(O2)CC(NC(=O)CC(C(C(=O)C(C1O)C)(C)C)O)C(=CC3=CSC(=N3)C)C)C. Cell line: SF-539. Synergy scores: CSS=4.45, Synergy_ZIP=-1.58, Synergy_Bliss=1.80, Synergy_Loewe=-0.974, Synergy_HSA=1.77. (4) Drug 1: C1=C(C(=O)NC(=O)N1)N(CCCl)CCCl. Drug 2: CN(C(=O)NC(C=O)C(C(C(CO)O)O)O)N=O. Cell line: HCT-15. Synergy scores: CSS=24.5, Synergy_ZIP=-3.28, Synergy_Bliss=-3.29, Synergy_Loewe=-20.5, Synergy_HSA=-3.32. (5) Drug 1: CC12CCC(CC1=CCC3C2CCC4(C3CC=C4C5=CN=CC=C5)C)O. Drug 2: CC(C)CN1C=NC2=C1C3=CC=CC=C3N=C2N. Cell line: SK-OV-3. Synergy scores: CSS=1.82, Synergy_ZIP=0.875, Synergy_Bliss=1.10, Synergy_Loewe=-1.41, Synergy_HSA=-0.819. (6) Drug 1: C1C(C(OC1N2C=C(C(=O)NC2=O)F)CO)O. Drug 2: CC(C)NC(=O)C1=CC=C(C=C1)CNNC.Cl. Cell line: CAKI-1. Synergy scores: CSS=3.04, Synergy_ZIP=-2.06, Synergy_Bliss=-2.79, Synergy_Loewe=-2.20, Synergy_HSA=-0.270. (7) Drug 1: C1CC(=O)NC(=O)C1N2CC3=C(C2=O)C=CC=C3N. Drug 2: C1CCC(C(C1)N)N.C(=O)(C(=O)[O-])[O-].[Pt+4]. Cell line: UACC-257. Synergy scores: CSS=3.71, Synergy_ZIP=-0.601, Synergy_Bliss=1.78, Synergy_Loewe=1.56, Synergy_HSA=0.979.